Dataset: Catalyst prediction with 721,799 reactions and 888 catalyst types from USPTO. Task: Predict which catalyst facilitates the given reaction. (1) Reactant: [Cl:1][C:2]1[C:11]2[C:6](=[CH:7][C:8]([F:13])=[CH:9][C:10]=2[F:12])[N:5]=[C:4]([N:14]2[CH2:19][CH2:18][NH:17][C:16](=[O:20])[CH2:15]2)[C:3]=1[CH3:21].[H-].[Na+].I[CH3:25]. Product: [Cl:1][C:2]1[C:11]2[C:6](=[CH:7][C:8]([F:13])=[CH:9][C:10]=2[F:12])[N:5]=[C:4]([N:14]2[CH2:19][CH2:18][N:17]([CH3:25])[C:16](=[O:20])[CH2:15]2)[C:3]=1[CH3:21]. The catalyst class is: 20. (2) Reactant: S(O[CH2:6][C:7]1([CH2:10]OS(C)(=O)=O)[CH2:9][CH2:8]1)(C)(=O)=O.[CH2:16]([NH:23][CH2:24][CH2:25][NH2:26])[C:17]1[CH:22]=[CH:21][CH:20]=[CH:19][CH:18]=1.C(=O)([O-])[O-].[K+].[K+]. Product: [CH2:16]([N:23]1[CH2:24][CH2:25][NH:26][CH2:10][C:7]2([CH2:9][CH2:8]2)[CH2:6]1)[C:17]1[CH:22]=[CH:21][CH:20]=[CH:19][CH:18]=1. The catalyst class is: 10. (3) Product: [C:19]([CH:1]([C:2]1[CH:3]=[CH:4][CH:5]=[CH:6][CH:7]=1)[CH2:8][C:14]([O:16][CH2:17][CH3:18])=[O:15])#[N:20]. The catalyst class is: 88. Reactant: [CH:1](=[C:8]([C:14]([O:16][CH2:17][CH3:18])=[O:15])C(OCC)=O)[C:2]1[CH:7]=[CH:6][CH:5]=[CH:4][CH:3]=1.[C-:19]#[N:20].[K+].